Dataset: Full USPTO retrosynthesis dataset with 1.9M reactions from patents (1976-2016). Task: Predict the reactants needed to synthesize the given product. (1) Given the product [C:18]1([CH2:17][CH2:16][CH:15]=[CH:14][C@H:11]2[CH2:10][CH2:9][C@H:8]([NH2:7])[CH2:13][CH2:12]2)[CH:23]=[CH:22][CH:21]=[CH:20][CH:19]=1, predict the reactants needed to synthesize it. The reactants are: C(OC(=O)[NH:7][C@H:8]1[CH2:13][CH2:12][C@H:11]([CH:14]=[CH:15][CH2:16][CH2:17][C:18]2[CH:23]=[CH:22][CH:21]=[CH:20][CH:19]=2)[CH2:10][CH2:9]1)(C)(C)C.FC(F)(F)C(O)=O. (2) Given the product [Cl:25][C:20]1[CH:21]=[CH:22][CH:23]=[CH:24][C:19]=1[N:17]([CH3:18])[C:15]([C:13]1[S:12][C:11]2[C:5]3[CH:4]=[CH:3][C:2]([NH:28][C:27](=[O:31])[O:29][CH3:30])=[CH:26][C:6]=3[O:7][CH2:8][CH2:9][C:10]=2[CH:14]=1)=[O:16], predict the reactants needed to synthesize it. The reactants are: Br[C:2]1[CH:3]=[CH:4][C:5]2[C:11]3[S:12][C:13]([C:15]([N:17]([C:19]4[CH:24]=[CH:23][CH:22]=[CH:21][C:20]=4[Cl:25])[CH3:18])=[O:16])=[CH:14][C:10]=3[CH2:9][CH2:8][O:7][C:6]=2[CH:26]=1.[C:27](=[O:31])([O:29][CH3:30])[NH2:28]. (3) The reactants are: C([O:3][C:4](=[O:20])[C@@H:5]([O:18][CH3:19])[CH2:6][C:7]1[CH:12]=[CH:11][C:10]([O:13][CH2:14][C:15]([OH:17])=O)=[CH:9][CH:8]=1)C.[CH3:21][CH:22]([NH2:26])[CH2:23][CH2:24][CH3:25].C(O[C@@H](CC1C=CC(O[C@@H](C(=O)NCCC2C=CC(OC3C=CC=CC=3)=CC=2)C)=CC=1)C(O)=O)C. Given the product [CH3:19][O:18][C@@H:5]([CH2:6][C:7]1[CH:8]=[CH:9][C:10]([O:13][CH2:14][C:15](=[O:17])[NH:26][CH:22]([CH3:21])[CH2:23][CH2:24][CH3:25])=[CH:11][CH:12]=1)[C:4]([OH:3])=[O:20], predict the reactants needed to synthesize it. (4) The reactants are: C(O[C:6]([N:8]1[CH2:12][C:11](=[N:13][O:14][CH2:15][C:16]2[CH:21]=[CH:20][C:19]([Cl:22])=[C:18]([Cl:23])[CH:17]=2)[CH2:10][C@H:9]1[C:24]([OH:26])=O)=[O:7])(C)(C)C.[C:27]([C:29]1[CH:37]=[CH:36][C:32](C(Cl)=O)=[CH:31][CH:30]=1)#[N:28].[C:38]1([CH2:48][NH2:49])[C:47]2[C:42](=[CH:43][CH:44]=[CH:45][CH:46]=2)[CH:41]=[CH:40][CH:39]=1. Given the product [C:27]([C:29]1[CH:37]=[CH:36][C:32]([C:6]([N:8]2[CH2:12][C:11](=[N:13][O:14][CH2:15][C:16]3[CH:21]=[CH:20][C:19]([Cl:22])=[C:18]([Cl:23])[CH:17]=3)[CH2:10][C@H:9]2[C:24]([NH:49][CH2:48][C:38]2[C:47]3[C:42](=[CH:43][CH:44]=[CH:45][CH:46]=3)[CH:41]=[CH:40][CH:39]=2)=[O:26])=[O:7])=[CH:31][CH:30]=1)#[N:28], predict the reactants needed to synthesize it. (5) Given the product [C:1]([O:5][C:6](=[O:7])[NH:8][CH3:9])([CH3:4])([CH3:3])[CH3:2], predict the reactants needed to synthesize it. The reactants are: [C:1]([O:5][C:6]([N:8](C)[C@@H:9](C)C(N[C@@H](C(C)C)C(N1C2C(=CC=CC=2)C[C@H]1C(O)=O)=O)=O)=[O:7])([CH3:4])([CH3:3])[CH3:2].C(Cl)CCl.C1C=NC2N(O)N=NC=2C=1.[Cl-].[NH4+].C(N(C(C)C)CC)(C)C. (6) Given the product [NH2:1][C:2]1[CH:3]=[C:4]([CH:8]=[CH:9][C:10]=1[CH3:11])[C:5]([N:13]1[CH2:18][CH2:17][CH:16]([C:19]2[CH:26]=[CH:25][C:22]([C:23]#[N:24])=[CH:21][CH:20]=2)[CH2:15][CH2:14]1)=[O:7], predict the reactants needed to synthesize it. The reactants are: [NH2:1][C:2]1[CH:3]=[C:4]([CH:8]=[CH:9][C:10]=1[CH3:11])[C:5]([OH:7])=O.Cl.[NH:13]1[CH2:18][CH2:17][CH:16]([C:19]2[CH:26]=[CH:25][C:22]([C:23]#[N:24])=[CH:21][CH:20]=2)[CH2:15][CH2:14]1.CCN=C=NCCCN(C)C.C1C=CC2N(O)N=NC=2C=1.CCN(C(C)C)C(C)C. (7) Given the product [CH3:25][C:17]1[CH:22]=[CH:21][CH:20]=[CH:19][C:18]=1[N:23]1[C:2]([C:1]([O:6][CH3:7])=[O:5])=[CH:4][CH:13]=[N:11]1, predict the reactants needed to synthesize it. The reactants are: [C:1]([O:6][CH3:7])(=[O:5])[C:2]([CH3:4])=O.COC(OC)[N:11]([CH3:13])C.Cl.[C:17]1([CH3:25])[CH:22]=[CH:21][CH:20]=[CH:19][C:18]=1[NH:23]N. (8) Given the product [CH:14]([C:13]1[N:9]([C:6]2[CH:7]=[CH:8][C:3]([OH:2])=[CH:4][CH:5]=2)[N:10]=[C:11]([C:22]([F:25])([F:24])[F:23])[CH:12]=1)=[CH:15][C:16]1[CH:17]=[CH:18][CH:19]=[CH:20][CH:21]=1, predict the reactants needed to synthesize it. The reactants are: C[O:2][C:3]1[CH:8]=[CH:7][C:6]([N:9]2[C:13]([CH:14]=[CH:15][C:16]3[CH:21]=[CH:20][CH:19]=[CH:18][CH:17]=3)=[CH:12][C:11]([C:22]([F:25])([F:24])[F:23])=[N:10]2)=[CH:5][CH:4]=1.B(Br)(Br)Br.C(=O)(O)[O-].[Na+]. (9) Given the product [CH3:17][N:10]1[CH:11]=[C:12]([NH:14][C:28]([C:21]2[N:20]([CH3:19])[CH:24]=[C:23]([N+:25]([O-:27])=[O:26])[CH:22]=2)=[O:29])[CH:13]=[C:9]1[C:7]([NH:6][CH2:5][CH2:4][CH2:3][N:2]([CH3:1])[CH3:18])=[O:8], predict the reactants needed to synthesize it. The reactants are: [CH3:1][N:2]([CH3:18])[CH2:3][CH2:4][CH2:5][NH:6][C:7]([C:9]1[N:10]([CH3:17])[CH:11]=[C:12]([N+:14]([O-])=O)[CH:13]=1)=[O:8].[CH3:19][N:20]1[CH:24]=[C:23]([N+:25]([O-:27])=[O:26])[CH:22]=[C:21]1[C:28](Cl)=[O:29]. (10) The reactants are: Cl.[NH2:2][C@@H:3]([CH2:6][O:7][CH3:8])[CH2:4][OH:5].C([O-])([O-])=O.[K+].[K+].[Br:15][C:16]1[CH:17]=[C:18]([CH:23]=[CH:24][C:25]=1[CH2:26]Br)[C:19]([O:21][CH3:22])=[O:20]. Given the product [Br:15][C:16]1[CH:17]=[C:18]([CH:23]=[CH:24][C:25]=1[CH2:26][NH:2][C@@H:3]([CH2:6][O:7][CH3:8])[CH2:4][OH:5])[C:19]([O:21][CH3:22])=[O:20], predict the reactants needed to synthesize it.